Dataset: Forward reaction prediction with 1.9M reactions from USPTO patents (1976-2016). Task: Predict the product of the given reaction. (1) The product is: [F:34][C:27]1[CH:26]=[CH:25][C:24]([C:9]2[CH2:10][CH2:11][N:12]([C:15]([O:17][C:18]([CH3:19])([CH3:20])[CH3:21])=[O:16])[CH2:13][CH:14]=2)=[CH:33][C:28]=1[C:29]([O:31][CH3:32])=[O:30]. Given the reactants CC1(C)C(C)(C)OB([C:9]2[CH2:10][CH2:11][N:12]([C:15]([O:17][C:18]([CH3:21])([CH3:20])[CH3:19])=[O:16])[CH2:13][CH:14]=2)O1.Br[C:24]1[CH:25]=[CH:26][C:27]([F:34])=[C:28]([CH:33]=1)[C:29]([O:31][CH3:32])=[O:30], predict the reaction product. (2) Given the reactants [CH2:1]([O:3][C:4]([CH:6]([CH:11]1[CH2:16][CH2:15][N:14]([C:17]([O:19][CH2:20][C:21]2[CH:26]=[CH:25][CH:24]=[CH:23][CH:22]=2)=[O:18])[CH2:13][CH2:12]1)[CH2:7][C:8](C)=[CH2:9])=[O:5])[CH3:2].I([O-])(=O)(=O)=[O:28].[Na+], predict the reaction product. The product is: [CH2:1]([O:3][C:4]([CH:6]([CH:11]1[CH2:16][CH2:15][N:14]([C:17]([O:19][CH2:20][C:21]2[CH:22]=[CH:23][CH:24]=[CH:25][CH:26]=2)=[O:18])[CH2:13][CH2:12]1)[CH2:7][C:8](=[O:28])[CH3:9])=[O:5])[CH3:2]. (3) Given the reactants [H-].[Na+].[NH:3]1[C:11]2[C:6](=[CH:7][CH:8]=[CH:9][CH:10]=2)[CH:5]=[C:4]1[C:12]([O:14][CH2:15][CH3:16])=[O:13].Cl.Cl[CH2:19][C:20]1[N:21]([CH3:25])[CH:22]=[CH:23][N:24]=1, predict the reaction product. The product is: [CH3:25][N:21]1[CH:22]=[CH:23][N:24]=[C:20]1[CH2:19][N:3]1[C:11]2[C:6](=[CH:7][CH:8]=[CH:9][CH:10]=2)[CH:5]=[C:4]1[C:12]([O:14][CH2:15][CH3:16])=[O:13]. (4) Given the reactants [CH2:1]([O:4][C@H:5]1[CH2:10][CH2:9][C@H:8]([N:11]2[CH2:16][CH2:15][CH:14]([NH2:17])[CH2:13][CH2:12]2)[CH2:7][CH2:6]1)[CH2:2][CH3:3].C(N(C(C)C)CC)(C)C.[Cl:27][C:28]1[CH:33]=[C:32]([N+:34]([O-:36])=[O:35])[C:31](F)=[CH:30][C:29]=1[CH3:38], predict the reaction product. The product is: [Cl:27][C:28]1[C:29]([CH3:38])=[CH:30][C:31]([NH:17][CH:14]2[CH2:13][CH2:12][N:11]([C@H:8]3[CH2:7][CH2:6][C@H:5]([O:4][CH2:1][CH2:2][CH3:3])[CH2:10][CH2:9]3)[CH2:16][CH2:15]2)=[C:32]([N+:34]([O-:36])=[O:35])[CH:33]=1. (5) Given the reactants ClC(Cl)(O[C:5](=[O:11])OC(Cl)(Cl)Cl)Cl.C([N:15]([CH2:18][CH3:19])CC)C.[CH2:20]1[CH2:24]O[CH2:22][CH2:21]1, predict the reaction product. The product is: [NH2:15][C:18]1[CH:19]=[CH:22][CH:21]=[CH:20][CH:24]=1.[N-:15]=[C:5]=[O:11].